This data is from Full USPTO retrosynthesis dataset with 1.9M reactions from patents (1976-2016). The task is: Predict the reactants needed to synthesize the given product. Given the product [Cl:11][C:12]1[C:13]([CH3:28])=[N:14][N:15]2[C:20]([Cl:21])=[C:19]([CH:22]([OH:37])[C:23]([O:25][CH3:26])=[O:24])[C:18]([CH3:27])=[N:17][C:16]=12, predict the reactants needed to synthesize it. The reactants are: C[Si]([N-][Si](C)(C)C)(C)C.[K+].[Cl:11][C:12]1[C:13]([CH3:28])=[N:14][N:15]2[C:20]([Cl:21])=[C:19]([CH2:22][C:23]([O:25][CH3:26])=[O:24])[C:18]([CH3:27])=[N:17][C:16]=12.C1(C2[O:37]N2S(C2C=CC=CC=2)(=O)=O)C=CC=CC=1.